The task is: Regression. Given two drug SMILES strings and cell line genomic features, predict the synergy score measuring deviation from expected non-interaction effect.. This data is from NCI-60 drug combinations with 297,098 pairs across 59 cell lines. Drug 1: COC1=CC(=CC(=C1O)OC)C2C3C(COC3=O)C(C4=CC5=C(C=C24)OCO5)OC6C(C(C7C(O6)COC(O7)C8=CC=CS8)O)O. Drug 2: CC1=C(C(=CC=C1)Cl)NC(=O)C2=CN=C(S2)NC3=CC(=NC(=N3)C)N4CCN(CC4)CCO. Cell line: NCI-H322M. Synergy scores: CSS=24.5, Synergy_ZIP=-2.16, Synergy_Bliss=4.08, Synergy_Loewe=4.31, Synergy_HSA=4.23.